This data is from Reaction yield outcomes from USPTO patents with 853,638 reactions. The task is: Predict the reaction yield, written as a fraction of the theoretical maximum amount of product (1.0 means a 100% yield; for example, 0.34 means a 34% yield). The reactants are [C:1](O)(=O)[CH2:2][C:3]([OH:5])=[O:4].N1[CH2:13][CH2:12][CH2:11][CH2:10][CH2:9]1.C1(C=O)CCCC1.Cl. The catalyst is N1C=CC=CC=1. The product is [CH:9]1(/[CH:1]=[CH:2]/[C:3]([OH:5])=[O:4])[CH2:13][CH2:12][CH2:11][CH2:10]1. The yield is 0.770.